This data is from Reaction yield outcomes from USPTO patents with 853,638 reactions. The task is: Predict the reaction yield, written as a fraction of the theoretical maximum amount of product (1.0 means a 100% yield; for example, 0.34 means a 34% yield). (1) The reactants are C(=O)([O-])[O-].[K+].[K+].[N+:7]([C:10]1[CH:11]=[C:12]([OH:16])[CH:13]=[CH:14][CH:15]=1)([O-:9])=[O:8].Br[CH2:18][CH2:19][CH2:20][CH2:21][CH2:22][C:23]1[CH:28]=[CH:27][CH:26]=[CH:25][CH:24]=1.[I-].[K+]. The catalyst is CN1CCCC1=O. The product is [N+:7]([C:10]1[CH:15]=[CH:14][CH:13]=[C:12]([O:16][CH2:18][CH2:19][CH2:20][CH2:21][CH2:22][C:23]2[CH:28]=[CH:27][CH:26]=[CH:25][CH:24]=2)[CH:11]=1)([O-:9])=[O:8]. The yield is 0.850. (2) The reactants are [NH:1]1[C:9]2[C:4](=[CH:5][CH:6]=[CH:7][CH:8]=2)[C:3]([CH:10]2[CH2:15][CH2:14][N:13](C(OC(C)(C)C)=O)[CH2:12][CH2:11]2)=[CH:2]1.[ClH:23]. The catalyst is O1CCOCC1. The product is [ClH:23].[NH:13]1[CH2:14][CH2:15][CH:10]([C:3]2[C:4]3[C:9](=[CH:8][CH:7]=[CH:6][CH:5]=3)[NH:1][CH:2]=2)[CH2:11][CH2:12]1. The yield is 0.970. (3) The reactants are [OH:1][CH2:2][C:3]1[CH:4]=[C:5]2[C:10](=[CH:11][CH:12]=1)[N:9]=[CH:8][CH:7]=[CH:6]2. The catalyst is O.[Pt-]=O.CO. The product is [OH:1][CH2:2][C:3]1[CH:4]=[C:5]2[C:10](=[CH:11][CH:12]=1)[NH:9][CH2:8][CH2:7][CH2:6]2. The yield is 0.680. (4) The reactants are I[CH2:2][CH3:3].[Cl:4][C:5]1[C:6]([OH:13])=[C:7]([CH:10]=[CH:11][CH:12]=1)[CH:8]=[O:9].C([O-])([O-])=O.[K+].[K+]. The catalyst is CN(C=O)C. The product is [Cl:4][C:5]1[C:6]([O:13][CH2:2][CH3:3])=[C:7]([CH:10]=[CH:11][CH:12]=1)[CH:8]=[O:9]. The yield is 0.910. (5) No catalyst specified. The product is [Cl:10][C:11]1[N:12]=[C:13]([NH:7][CH2:6][C:5]2[CH:8]=[CH:9][C:2]([F:1])=[CH:3][CH:4]=2)[CH:14]=[N:15][CH:16]=1. The yield is 0.990. The reactants are [F:1][C:2]1[CH:9]=[CH:8][C:5]([CH2:6][NH2:7])=[CH:4][CH:3]=1.[Cl:10][C:11]1[CH:16]=[N:15][CH:14]=[C:13](Cl)[N:12]=1. (6) The reactants are C1(C(=[N:14][C:15]2[N:16]=[CH:17][C:18]([N:21]3[CH2:26][CH2:25][N:24]([C:27]([O:29][C:30]([CH3:33])([CH3:32])[CH3:31])=[O:28])[CH2:23][C@@H:22]3[CH3:34])=[N:19][CH:20]=2)C2C=CC=CC=2)C=CC=CC=1.C([O-])(=O)C.[Na+].Cl.NO. The catalyst is CO. The product is [NH2:14][C:15]1[N:16]=[CH:17][C:18]([N:21]2[CH2:26][CH2:25][N:24]([C:27]([O:29][C:30]([CH3:33])([CH3:32])[CH3:31])=[O:28])[CH2:23][C@@H:22]2[CH3:34])=[N:19][CH:20]=1. The yield is 0.640.